From a dataset of NCI-60 drug combinations with 297,098 pairs across 59 cell lines. Regression. Given two drug SMILES strings and cell line genomic features, predict the synergy score measuring deviation from expected non-interaction effect. (1) Drug 1: CC1=C(N=C(N=C1N)C(CC(=O)N)NCC(C(=O)N)N)C(=O)NC(C(C2=CN=CN2)OC3C(C(C(C(O3)CO)O)O)OC4C(C(C(C(O4)CO)O)OC(=O)N)O)C(=O)NC(C)C(C(C)C(=O)NC(C(C)O)C(=O)NCCC5=NC(=CS5)C6=NC(=CS6)C(=O)NCCC[S+](C)C)O. Drug 2: CCC1(C2=C(COC1=O)C(=O)N3CC4=CC5=C(C=CC(=C5CN(C)C)O)N=C4C3=C2)O.Cl. Cell line: K-562. Synergy scores: CSS=59.8, Synergy_ZIP=0.698, Synergy_Bliss=-0.492, Synergy_Loewe=1.73, Synergy_HSA=5.05. (2) Drug 1: CN(CC1=CN=C2C(=N1)C(=NC(=N2)N)N)C3=CC=C(C=C3)C(=O)NC(CCC(=O)O)C(=O)O. Synergy scores: CSS=18.0, Synergy_ZIP=-8.18, Synergy_Bliss=-0.626, Synergy_Loewe=-23.6, Synergy_HSA=-6.00. Cell line: SF-268. Drug 2: CN1C(=O)N2C=NC(=C2N=N1)C(=O)N. (3) Drug 1: C1=CN(C=N1)CC(O)(P(=O)(O)O)P(=O)(O)O. Drug 2: C1CN1C2=NC(=NC(=N2)N3CC3)N4CC4. Cell line: CCRF-CEM. Synergy scores: CSS=36.4, Synergy_ZIP=-3.01, Synergy_Bliss=-7.50, Synergy_Loewe=-18.2, Synergy_HSA=-5.73. (4) Drug 1: CCN(CC)CCCC(C)NC1=C2C=C(C=CC2=NC3=C1C=CC(=C3)Cl)OC. Drug 2: C(CN)CNCCSP(=O)(O)O. Cell line: OVCAR3. Synergy scores: CSS=5.50, Synergy_ZIP=0.473, Synergy_Bliss=3.03, Synergy_Loewe=-15.0, Synergy_HSA=-1.68. (5) Drug 1: CCC1(CC2CC(C3=C(CCN(C2)C1)C4=CC=CC=C4N3)(C5=C(C=C6C(=C5)C78CCN9C7C(C=CC9)(C(C(C8N6C=O)(C(=O)OC)O)OC(=O)C)CC)OC)C(=O)OC)O.OS(=O)(=O)O. Drug 2: CCC(=C(C1=CC=CC=C1)C2=CC=C(C=C2)OCCN(C)C)C3=CC=CC=C3.C(C(=O)O)C(CC(=O)O)(C(=O)O)O. Cell line: UACC62. Synergy scores: CSS=8.29, Synergy_ZIP=11.0, Synergy_Bliss=12.7, Synergy_Loewe=3.55, Synergy_HSA=10.8.